From a dataset of Forward reaction prediction with 1.9M reactions from USPTO patents (1976-2016). Predict the product of the given reaction. (1) Given the reactants [Cl:1][C:2]1[CH:7]=[C:6]([C:8]([F:11])([F:10])[F:9])[CH:5]=[CH:4][N:3]=1.[CH3:12][C:13]1[CH:20]=[C:19]2[O:21][CH2:22][O:23][C:18]2=[CH:17][C:14]=1[CH:15]=[O:16], predict the reaction product. The product is: [CH3:12][C:13]1[CH:20]=[C:19]2[O:21][CH2:22][O:23][C:18]2=[CH:17][C:14]=1[CH:15]([C:7]1[C:2]([Cl:1])=[N:3][CH:4]=[CH:5][C:6]=1[C:8]([F:9])([F:10])[F:11])[OH:16]. (2) Given the reactants Cl[C:2]1[CH:11]=[N:10][C:9]2[C:4](=[CH:5][CH:6]=[C:7]([Cl:12])[CH:8]=2)[N:3]=1.[CH3:13][NH:14][CH2:15][C:16]1[CH:21]=[CH:20][CH:19]=[CH:18][CH:17]=1.O, predict the reaction product. The product is: [CH2:15]([N:14]([C:2]1[CH:11]=[N:10][C:9]2[C:4](=[CH:5][CH:6]=[C:7]([Cl:12])[CH:8]=2)[N:3]=1)[CH3:13])[C:16]1[CH:21]=[CH:20][CH:19]=[CH:18][CH:17]=1. (3) Given the reactants [CH:1]1[CH:6]=[N:5][CH:4]=[C:3]([CH2:7][C:8]([P:14]([OH:17])([OH:16])=[O:15])([P:10]([OH:13])([OH:12])=[O:11])[OH:9])[CH:2]=1.[OH-].[Na+:19], predict the reaction product. The product is: [CH:1]1[CH:6]=[N:5][CH:4]=[C:3]([CH2:7][C:8]([P:10]([O-:12])([OH:13])=[O:11])([P:14]([OH:17])([OH:16])=[O:15])[OH:9])[CH:2]=1.[Na+:19]. (4) Given the reactants [C:1]([O:5][C:6]([N:8]1[CH2:13][CH2:12][C:11]2[S:14][C:15]([CH:17]=O)=[CH:16][C:10]=2[CH2:9]1)=[O:7])([CH3:4])([CH3:3])[CH3:2].[NH2:19][C@H:20]1[CH2:24][CH2:23][N:22]([S:25]([C:28]2[CH:37]=[CH:36][C:35]3[C:30](=[CH:31][CH:32]=[C:33]([Cl:38])[CH:34]=3)[CH:29]=2)(=[O:27])=[O:26])[CH2:21]1, predict the reaction product. The product is: [C:1]([O:5][C:6]([N:8]1[CH2:13][CH2:12][C:11]2[S:14][C:15]([CH2:17][NH:19][C@H:20]3[CH2:24][CH2:23][N:22]([S:25]([C:28]4[CH:37]=[CH:36][C:35]5[C:30](=[CH:31][CH:32]=[C:33]([Cl:38])[CH:34]=5)[CH:29]=4)(=[O:26])=[O:27])[CH2:21]3)=[CH:16][C:10]=2[CH2:9]1)=[O:7])([CH3:4])([CH3:3])[CH3:2]. (5) Given the reactants [CH3:1][C:2]1[CH:7]=[CH:6][CH:5]=[CH:4][C:3]=1[C:8]1[C:16]2[O:15][CH:14]([CH2:17][NH2:18])[CH2:13][C:12]=2[CH:11]=[CH:10][CH:9]=1.C(N(C(C)C)CC)(C)C.Cl[C:29]([O:31][CH2:32][C:33]1[CH:38]=[CH:37][CH:36]=[CH:35][CH:34]=1)=[O:30].C1(C2C3OC(CNC(=O)OCC4C=CC=CC=4)CC=3C=CC=2)CCCC1, predict the reaction product. The product is: [CH2:32]([O:31][C:29](=[O:30])[NH:18][CH2:17][CH:14]1[CH2:13][C:12]2[CH:11]=[CH:10][CH:9]=[C:8]([C:3]3[CH:4]=[CH:5][CH:6]=[CH:7][C:2]=3[CH3:1])[C:16]=2[O:15]1)[C:33]1[CH:38]=[CH:37][CH:36]=[CH:35][CH:34]=1. (6) Given the reactants [CH3:1][O:2][C:3]1[CH:4]=[C:5]([C:9]2[CH:14]=[CH:13][CH:12]=[C:11]([CH:15]3[S:20][CH2:19][CH2:18][CH2:17][S:16]3)[CH:10]=2)[CH:6]=[CH:7][CH:8]=1.[Si:21]([O:38][C:39]1[CH:40]=[C:41]([CH:44]=[CH:45][CH:46]=1)[CH:42]=[O:43])([C:34]([CH3:37])([CH3:36])[CH3:35])([C:28]1[CH:33]=[CH:32][CH:31]=[CH:30][CH:29]=1)[C:22]1[CH:27]=[CH:26][CH:25]=[CH:24][CH:23]=1, predict the reaction product. The product is: [Si:21]([O:38][C:39]1[CH:40]=[C:41]([CH:42]([C:15]2([C:11]3[CH:10]=[C:9]([C:5]4[CH:6]=[CH:7][CH:8]=[C:3]([O:2][CH3:1])[CH:4]=4)[CH:14]=[CH:13][CH:12]=3)[S:16][CH2:17][CH2:18][CH2:19][S:20]2)[OH:43])[CH:44]=[CH:45][CH:46]=1)([C:34]([CH3:35])([CH3:36])[CH3:37])([C:28]1[CH:33]=[CH:32][CH:31]=[CH:30][CH:29]=1)[C:22]1[CH:23]=[CH:24][CH:25]=[CH:26][CH:27]=1. (7) Given the reactants Cl[C:2]1[N:3]=[C:4]([NH:13][CH2:14][C:15]([F:18])([F:17])[F:16])[C:5]2[N:11]=[C:10](Cl)[CH:9]=[CH:8][C:6]=2[N:7]=1.[NH2:19][CH2:20][C:21]1[CH:22]=[C:23]([S:27]([NH2:30])(=[O:29])=[O:28])[CH:24]=[CH:25][CH:26]=1.C(N([CH:37]([CH3:39])[CH3:38])CC)(C)C.CO.CN1C(=O)[CH2:46][CH2:45][CH2:44]1, predict the reaction product. The product is: [CH3:23][S:27]([C:44]1[CH:45]=[C:46]([C:10]2[CH:9]=[CH:8][C:6]3[N:7]=[C:2]([NH:19][CH2:20][C:21]4[CH:22]=[C:23]([S:27]([NH2:30])(=[O:28])=[O:29])[CH:24]=[CH:25][CH:26]=4)[N:3]=[C:4]([NH:13][CH2:14][C:15]([F:18])([F:17])[F:16])[C:5]=3[N:11]=2)[CH:39]=[CH:37][CH:38]=1)(=[O:29])=[O:28]. (8) Given the reactants C[N:2]([CH:4]=O)[CH3:3].O=P(Cl)(Cl)Cl.[C:11]([O:14][CH2:15]C)(=[O:13])C.[C:17]([O-:20])(O)=O.[Na+].Cl[CH2:23][CH2:24]Cl, predict the reaction product. The product is: [CH:17]([C:3]1[NH:2][C:4]([C:11]([O:14][CH3:15])=[O:13])=[CH:24][CH:23]=1)=[O:20]. (9) Given the reactants [Cl:1][C:2]1[CH:3]=[C:4]([NH:10][CH:11]2[CH2:15][CH2:14][N:13](C(OC(C)(C)C)=O)[CH2:12]2)[CH:5]=[CH:6][C:7]=1[O:8][CH3:9].Br[CH2:24][C:25]1[CH:30]=[CH:29][CH:28]=[CH:27][C:26]=1[CH3:31], predict the reaction product. The product is: [Cl:1][C:2]1[CH:3]=[C:4]([N:10]([CH2:24][C:25]2[CH:30]=[CH:29][CH:28]=[CH:27][C:26]=2[CH3:31])[CH:11]2[CH2:15][CH2:14][NH:13][CH2:12]2)[CH:5]=[CH:6][C:7]=1[O:8][CH3:9].